From a dataset of Full USPTO retrosynthesis dataset with 1.9M reactions from patents (1976-2016). Predict the reactants needed to synthesize the given product. (1) The reactants are: [F:1][C:2]([F:19])([F:18])[O:3][C:4]1[CH:9]=[CH:8][C:7]([C:10]([C:12]2[CH:17]=[CH:16][N:15]=[CH:14][CH:13]=2)=[O:11])=[CH:6][CH:5]=1.[ClH:20]. Given the product [ClH:20].[F:18][C:2]([F:1])([F:19])[O:3][C:4]1[CH:5]=[CH:6][C:7]([C:10]([C:12]2[CH:17]=[CH:16][N:15]=[CH:14][CH:13]=2)=[O:11])=[CH:8][CH:9]=1, predict the reactants needed to synthesize it. (2) Given the product [CH3:9][CH:8]([CH3:10])[C@H:7]([NH:11][S:12]([C:15]1[CH:16]=[CH:17][C:18]([C:21]2[CH:22]=[CH:23][C:24]([NH:27][C:28]([C:30]3[O:31][C:32]4[CH:38]=[CH:37][CH:36]=[C:35]([CH3:39])[C:33]=4[N:34]=3)=[O:29])=[CH:25][CH:26]=2)=[CH:19][CH:20]=1)(=[O:14])=[O:13])[C:6]([OH:40])=[O:5], predict the reactants needed to synthesize it. The reactants are: C([O:5][C:6](=[O:40])[C@@H:7]([NH:11][S:12]([C:15]1[CH:20]=[CH:19][C:18]([C:21]2[CH:26]=[CH:25][C:24]([NH:27][C:28]([C:30]3[O:31][C:32]4[CH:38]=[CH:37][CH:36]=[C:35]([CH3:39])[C:33]=4[N:34]=3)=[O:29])=[CH:23][CH:22]=2)=[CH:17][CH:16]=1)(=[O:14])=[O:13])[CH:8]([CH3:10])[CH3:9])(C)(C)C.C(O)(C(F)(F)F)=O.C(Cl)Cl. (3) Given the product [S:10]1[C:11]2[CH:17]=[CH:16][CH:15]=[CH:14][C:12]=2[N:13]=[C:9]1[CH:6]1[CH2:7][CH2:8][CH:3]([OH:2])[CH2:4][CH2:5]1, predict the reactants needed to synthesize it. The reactants are: C[O:2][CH:3]1[CH2:8][CH2:7][CH:6]([C:9]2[S:10][C:11]3[CH:17]=[CH:16][CH:15]=[CH:14][C:12]=3[N:13]=2)[CH2:5][CH2:4]1. (4) Given the product [Cl:1][C:2]1[CH:3]=[CH:4][C:5]([NH:8][C:9]([CH:11]2[CH2:12][C:13]([F:25])([F:24])[CH2:14][NH:15][CH2:16]2)=[O:10])=[CH:6][CH:7]=1, predict the reactants needed to synthesize it. The reactants are: [Cl:1][C:2]1[CH:7]=[CH:6][C:5]([NH:8][C:9]([CH:11]2[CH2:16][N:15](C(OC(C)(C)C)=O)[CH2:14][C:13]([F:25])([F:24])[CH2:12]2)=[O:10])=[CH:4][CH:3]=1.FC(F)(F)C(O)=O. (5) The reactants are: Cl.[N:2]1[CH:7]=[CH:6][C:5]([CH:8]=[CH:9][C:10]2[CH:20]=[CH:19][C:13]([C:14]([O:16][CH2:17][CH3:18])=[O:15])=[CH:12][CH:11]=2)=[CH:4][CH:3]=1.[H][H]. Given the product [NH:2]1[CH2:7][CH2:6][CH:5]([CH2:8][CH2:9][C:10]2[CH:11]=[CH:12][C:13]([C:14]([O:16][CH2:17][CH3:18])=[O:15])=[CH:19][CH:20]=2)[CH2:4][CH2:3]1, predict the reactants needed to synthesize it. (6) Given the product [F:1][C:2]1[CH:7]=[CH:6][C:5]([CH2:8][C:9]2[CH:18]=[C:17]3[C:12]([C:13]([OH:26])=[C:14]([C:21]([NH:27][CH2:28][C:29]4([OH:35])[CH2:34][CH2:33][CH2:32][CH2:31][CH2:30]4)=[O:22])[C:15](=[O:20])[N:16]3[CH3:19])=[N:11][CH:10]=2)=[CH:4][CH:3]=1, predict the reactants needed to synthesize it. The reactants are: [F:1][C:2]1[CH:7]=[CH:6][C:5]([CH2:8][C:9]2[CH:18]=[C:17]3[C:12]([C:13]([OH:26])=[C:14]([C:21](OCC)=[O:22])[C:15](=[O:20])[N:16]3[CH3:19])=[N:11][CH:10]=2)=[CH:4][CH:3]=1.[NH2:27][CH2:28][C:29]1([OH:35])[CH2:34][CH2:33][CH2:32][CH2:31][CH2:30]1.C(N(CC)CC)C. (7) Given the product [CH2:17]([O:24][C:25]1[CH:30]=[C:29]([C:2]2[CH:16]=[CH:15][C:5]([CH2:6][NH:7][C:8](=[O:14])[O:9][C:10]([CH3:13])([CH3:12])[CH3:11])=[CH:4][CH:3]=2)[CH:28]=[CH:27][CH:26]=1)[C:18]1[CH:23]=[CH:22][CH:21]=[CH:20][CH:19]=1, predict the reactants needed to synthesize it. The reactants are: Br[C:2]1[CH:16]=[CH:15][C:5]([CH2:6][NH:7][C:8](=[O:14])[O:9][C:10]([CH3:13])([CH3:12])[CH3:11])=[CH:4][CH:3]=1.[CH2:17]([O:24][C:25]1[CH:26]=[C:27](B(O)O)[CH:28]=[CH:29][CH:30]=1)[C:18]1[CH:23]=[CH:22][CH:21]=[CH:20][CH:19]=1.C(=O)([O-])[O-].[Na+].[Na+].O. (8) Given the product [Br:7][C:8]1[CH:27]=[CH:26][C:11]([NH:12][C:13]2[C:22]3[C:17](=[CH:18][C:19]([O:25][CH2:42][CH:39]4[CH2:40][CH2:41][N:36]([C:34]([O:33][C:29]([CH3:30])([CH3:32])[CH3:31])=[O:35])[CH2:37][CH2:38]4)=[C:20]([O:23][CH3:24])[CH:21]=3)[N:16]=[CH:15][N:14]=2)=[C:10]([F:28])[CH:9]=1, predict the reactants needed to synthesize it. The reactants are: C(=O)([O-])[O-].[K+].[K+].[Br:7][C:8]1[CH:27]=[CH:26][C:11]([NH:12][C:13]2[C:22]3[C:17](=[CH:18][C:19]([OH:25])=[C:20]([O:23][CH3:24])[CH:21]=3)[N:16]=[CH:15][N:14]=2)=[C:10]([F:28])[CH:9]=1.[C:29]([O:33][C:34]([N:36]1[CH2:41][CH2:40][CH:39]([CH2:42]OS(C2C=CC(C)=CC=2)(=O)=O)[CH2:38][CH2:37]1)=[O:35])([CH3:32])([CH3:31])[CH3:30].O. (9) The reactants are: [CH2:1]([O:3][C:4]1[CH:13]=[CH:12][CH:11]=[C:10]2[C:5]=1[CH2:6][CH2:7][C:8]([NH2:17])([C:14]([OH:16])=[O:15])[CH2:9]2)[CH3:2].C(N(CC)CC)C.[C:25](=O)([O:41]N1C(=O)CCC1=O)[O:26][CH2:27][CH:28]1[C:40]2[CH:39]=[CH:38][CH:37]=[CH:36][C:35]=2[C:34]2[C:29]1=[CH:30][CH:31]=[CH:32][CH:33]=2. Given the product [C:25]([CH:9]1[C:10]2[C:5](=[C:4]([O:3][CH2:1][CH3:2])[CH:13]=[CH:12][CH:11]=2)[CH2:6][CH2:7][C:8]1([NH2:17])[C:14]([OH:16])=[O:15])([O:26][CH2:27][CH:28]1[C:29]2[C:34](=[CH:33][CH:32]=[CH:31][CH:30]=2)[C:35]2[C:40]1=[CH:39][CH:38]=[CH:37][CH:36]=2)=[O:41], predict the reactants needed to synthesize it. (10) Given the product [C:1]([O:5][C:6](=[O:17])[NH:7][C:8]1[CH:13]=[C:12]([CH3:14])[C:11]([Cl:15])=[CH:10][C:9]=1[NH:16][C:23](=[O:22])[CH2:24][C:25](=[O:38])[C:26]1[CH:31]=[CH:30][CH:29]=[C:28]([C:32]2[CH:33]=[N:34][CH:35]=[CH:36][CH:37]=2)[CH:27]=1)([CH3:4])([CH3:2])[CH3:3], predict the reactants needed to synthesize it. The reactants are: [C:1]([O:5][C:6](=[O:17])[NH:7][C:8]1[CH:13]=[C:12]([CH3:14])[C:11]([Cl:15])=[CH:10][C:9]=1[NH2:16])([CH3:4])([CH3:3])[CH3:2].C([O:22][C:23](=O)[CH2:24][C:25](=[O:38])[C:26]1[CH:31]=[CH:30][CH:29]=[C:28]([C:32]2[CH:33]=[N:34][CH:35]=[CH:36][CH:37]=2)[CH:27]=1)(C)(C)C.